From a dataset of Reaction yield outcomes from USPTO patents with 853,638 reactions. Predict the reaction yield, written as a fraction of the theoretical maximum amount of product (1.0 means a 100% yield; for example, 0.34 means a 34% yield). (1) The catalyst is CCO.O.C(N(CC)CC)C.CN(C)C=O. The reactants are [F:1][C:2]1[C:10]([C:11]([F:14])([F:13])[F:12])=[N:9][CH:8]=[CH:7][C:3]=1[C:4]([OH:6])=O.F[P-](F)(F)(F)(F)F.N1(O[P+](N(C)C)(N(C)C)N(C)C)C2C=CC=CC=2N=N1.[O:42]1[C:46]2([CH2:51][CH2:50][NH:49][CH2:48][CH2:47]2)[O:45][CH2:44][CH2:43]1.C(=O)(O)[O-].[Na+]. The yield is 0.830. The product is [F:1][C:2]1[C:10]([C:11]([F:14])([F:13])[F:12])=[N:9][CH:8]=[CH:7][C:3]=1[C:4]([N:49]1[CH2:50][CH2:51][C:46]2([O:45][CH2:44][CH2:43][O:42]2)[CH2:47][CH2:48]1)=[O:6]. (2) The catalyst is C1COCC1. The reactants are O[CH:2]([CH2:8][CH2:9][CH2:10][CH3:11])[C:3]([O:5]CC)=[O:4].[CH:12]([C:15]1[CH:20]=[CH:19][C:18]([OH:21])=[CH:17][CH:16]=1)([CH3:14])[CH3:13].[NH2:22][C:23]1[S:24][CH:25]=[CH:26][N:27]=1. The product is [CH:12]([C:15]1[CH:20]=[CH:19][C:18]([O:21][CH:2]([CH2:8][CH2:9][CH2:10][CH3:11])[C:3]([OH:5])=[O:4])=[CH:17][CH:16]=1)([CH3:14])[CH3:13].[CH:12]([C:15]1[CH:20]=[CH:19][C:18]([O:21][CH:2]([CH2:8][CH2:9][CH2:10][CH3:11])[C:3]([NH:22][C:23]2[S:24][CH:25]=[CH:26][N:27]=2)=[O:5])=[CH:17][CH:16]=1)([CH3:14])[CH3:13]. The yield is 0.460. (3) The reactants are [CH3:1][O:2][C:3]1[CH:4]=[C:5]([CH:8]=[CH:9][C:10]=1[CH3:11])[CH:6]=O.[C:12]([CH2:14]P(C1C=CC=CC=1)(C1C=CC=CC=1)C1C=CC=CC=1)#[N:13]. No catalyst specified. The product is [CH3:1][O:2][C:3]1[CH:4]=[C:5]([CH:6]=[CH:14][C:12]#[N:13])[CH:8]=[CH:9][C:10]=1[CH3:11]. The yield is 0.770. (4) The reactants are C([O:3][C:4](=[O:29])[CH:5]([C:24]1[S:25][CH:26]=[CH:27][CH:28]=1)[CH2:6][C:7]#[C:8][CH2:9][CH2:10][CH2:11][C:12]1[N:13]=[C:14]([C:18]2[CH:23]=[CH:22][CH:21]=[CH:20][CH:19]=2)[O:15][C:16]=1[CH3:17])C.O[Li].O. No catalyst specified. The product is [CH3:17][C:16]1[O:15][C:14]([C:18]2[CH:19]=[CH:20][CH:21]=[CH:22][CH:23]=2)=[N:13][C:12]=1[CH2:11][CH2:10][CH2:9][C:8]#[C:7][CH2:6][CH:5]([C:24]1[S:25][CH:26]=[CH:27][CH:28]=1)[C:4]([OH:29])=[O:3]. The yield is 0.470.